From a dataset of Catalyst prediction with 721,799 reactions and 888 catalyst types from USPTO. Predict which catalyst facilitates the given reaction. (1) Reactant: [CH3:1][O:2][C:3](=[O:13])[C@@H:4]([NH2:12])[CH2:5][CH:6]1[CH2:11][CH2:10][CH2:9][CH2:8][CH2:7]1.C(N(CC)C(C)C)(C)C.C([O:25][C:26](=O)[CH:27]=[C:28]([O:31][C:32]1[CH:37]=[CH:36][CH:35]=[C:34]([Cl:38])[C:33]=1[Cl:39])[CH2:29]Br)C. Product: [CH3:1][O:2][C:3](=[O:13])[C@@H:4]([N:12]1[CH2:29][C:28]([O:31][C:32]2[CH:37]=[CH:36][CH:35]=[C:34]([Cl:38])[C:33]=2[Cl:39])=[CH:27][C:26]1=[O:25])[CH2:5][CH:6]1[CH2:11][CH2:10][CH2:9][CH2:8][CH2:7]1. The catalyst class is: 9. (2) Reactant: [C:1]1([C:18]2[CH:23]=[CH:22][CH:21]=[CH:20][CH:19]=2)[CH:6]=[CH:5][CH:4]=[CH:3][C:2]=1[CH2:7][N:8]1[CH:13]=[CH:12][CH:11]=[C:10]([C:14](O)=[O:15])[C:9]1=[O:17].[NH2:24][C@@H:25]([CH2:33][CH2:34][CH2:35][NH:36][C:37]([NH:39][S:40]([C:43]1[C:44]([CH3:57])=[C:45]2[C:50](=[C:51]([CH3:54])[C:52]=1[CH3:53])[O:49][C:48]([CH3:56])([CH3:55])[CH2:47][CH2:46]2)(=[O:42])=[O:41])=[NH:38])[C:26]([O:28][C:29]([CH3:32])([CH3:31])[CH3:30])=[O:27].CN(C(ON1N=NC2C=CC=CC1=2)=[N+](C)C)C.F[P-](F)(F)(F)(F)F.CCN(C(C)C)C(C)C. Product: [C:1]1([C:18]2[CH:19]=[CH:20][CH:21]=[CH:22][CH:23]=2)[CH:6]=[CH:5][CH:4]=[CH:3][C:2]=1[CH2:7][N:8]1[CH:13]=[CH:12][CH:11]=[C:10]([C:14]([NH:24][C@@H:25]([CH2:33][CH2:34][CH2:35][NH:36][C:37]([NH:39][S:40]([C:43]2[C:44]([CH3:57])=[C:45]3[C:50](=[C:51]([CH3:54])[C:52]=2[CH3:53])[O:49][C:48]([CH3:56])([CH3:55])[CH2:47][CH2:46]3)(=[O:41])=[O:42])=[NH:38])[C:26]([O:28][C:29]([CH3:30])([CH3:31])[CH3:32])=[O:27])=[O:15])[C:9]1=[O:17]. The catalyst class is: 3. (3) Reactant: [C:1]([NH:5][C:6]1[CH:7]=[C:8]([N:12]2[C:17]3[N:18]=[C:19]([NH:22][C:23]4[CH:28]=[CH:27][C:26]([N:29]5[CH2:34][CH2:33][N:32](C(OC(C)(C)C)=O)[CH2:31][CH2:30]5)=[CH:25][C:24]=4[O:42][CH3:43])[N:20]=[CH:21][C:16]=3[C:15]([CH3:44])=[CH:14][C:13]2=[O:45])[CH:9]=[CH:10][CH:11]=1)(=[O:4])[CH:2]=[CH2:3].C(Cl)Cl.C(O)(C(F)(F)F)=O.C(O)(C(F)(F)F)=O.CC#N. Product: [CH3:43][O:42][C:24]1[CH:25]=[C:26]([N:29]2[CH2:30][CH2:31][NH:32][CH2:33][CH2:34]2)[CH:27]=[CH:28][C:23]=1[NH:22][C:19]1[N:20]=[CH:21][C:16]2[C:15]([CH3:44])=[CH:14][C:13](=[O:45])[N:12]([C:8]3[CH:7]=[C:6]([NH:5][C:1](=[O:4])[CH:2]=[CH2:3])[CH:11]=[CH:10][CH:9]=3)[C:17]=2[N:18]=1. The catalyst class is: 484.